This data is from Forward reaction prediction with 1.9M reactions from USPTO patents (1976-2016). The task is: Predict the product of the given reaction. Given the reactants [CH2:1]1[C:10]2[C:5](=[CH:6][CH:7]=CC=2)[CH2:4][CH2:3][N:2]1[CH2:11][CH2:12][CH2:13][CH2:14][O:15][C:16]1[N:25]=[C:24]2[C:19]([CH:20]=[CH:21][C:22](=[O:26])[NH:23]2)=[CH:18][CH:17]=1.[S:27]1C2CNCCC=2C=C1, predict the reaction product. The product is: [S:27]1[C:10]2[CH2:1][N:2]([CH2:11][CH2:12][CH2:13][CH2:14][O:15][C:16]3[N:25]=[C:24]4[C:19]([CH:20]=[CH:21][C:22](=[O:26])[NH:23]4)=[CH:18][CH:17]=3)[CH2:3][CH2:4][C:5]=2[CH:6]=[CH:7]1.